From a dataset of Catalyst prediction with 721,799 reactions and 888 catalyst types from USPTO. Predict which catalyst facilitates the given reaction. Reactant: [CH2:1]([O:3][C:4]([C:6]1[NH:10][C:9]([C:11]([OH:13])=[O:12])=[CH:8][CH:7]=1)=[O:5])[CH3:2].OS(O)(=O)=O.[OH-].[Na+].[C:21](OCC)(=O)[CH3:22]. Product: [NH:10]1[C:9]([C:11]([O:13][CH2:21][CH3:22])=[O:12])=[CH:8][CH:7]=[C:6]1[C:4]([O:3][CH2:1][CH3:2])=[O:5]. The catalyst class is: 14.